Dataset: Full USPTO retrosynthesis dataset with 1.9M reactions from patents (1976-2016). Task: Predict the reactants needed to synthesize the given product. Given the product [CH3:1][O:2][C:3](=[O:37])[CH:4]([C:9]1[CH:10]=[C:11]([C:23]2[CH:28]=[C:27]([C:29]([F:31])([F:32])[F:30])[CH:26]=[C:25]([C:33]([F:34])([F:36])[F:35])[CH:24]=2)[CH:12]=[C:13]([C:44]2[CH:43]=[CH:42][CH:41]=[C:40]([C:38]#[N:39])[CH:45]=2)[CH:14]=1)[CH2:5][CH:6]([CH3:7])[CH3:8], predict the reactants needed to synthesize it. The reactants are: [CH3:1][O:2][C:3](=[O:37])[CH:4]([C:9]1[CH:10]=[C:11]([C:23]2[CH:28]=[C:27]([C:29]([F:32])([F:31])[F:30])[CH:26]=[C:25]([C:33]([F:36])([F:35])[F:34])[CH:24]=2)[CH:12]=[C:13](OS(C(F)(F)F)(=O)=O)[CH:14]=1)[CH2:5][CH:6]([CH3:8])[CH3:7].[C:38]([C:40]1[CH:41]=[C:42](B(O)O)[CH:43]=[CH:44][CH:45]=1)#[N:39].